From a dataset of NCI-60 drug combinations with 297,098 pairs across 59 cell lines. Regression. Given two drug SMILES strings and cell line genomic features, predict the synergy score measuring deviation from expected non-interaction effect. Drug 1: CC1C(C(=O)NC(C(=O)N2CCCC2C(=O)N(CC(=O)N(C(C(=O)O1)C(C)C)C)C)C(C)C)NC(=O)C3=C4C(=C(C=C3)C)OC5=C(C(=O)C(=C(C5=N4)C(=O)NC6C(OC(=O)C(N(C(=O)CN(C(=O)C7CCCN7C(=O)C(NC6=O)C(C)C)C)C)C(C)C)C)N)C. Drug 2: CC1=C(C=C(C=C1)C(=O)NC2=CC(=CC(=C2)C(F)(F)F)N3C=C(N=C3)C)NC4=NC=CC(=N4)C5=CN=CC=C5. Cell line: UACC62. Synergy scores: CSS=3.28, Synergy_ZIP=-0.423, Synergy_Bliss=2.27, Synergy_Loewe=0.146, Synergy_HSA=1.09.